Task: Regression. Given two drug SMILES strings and cell line genomic features, predict the synergy score measuring deviation from expected non-interaction effect.. Dataset: NCI-60 drug combinations with 297,098 pairs across 59 cell lines (1) Drug 1: CC12CCC3C(C1CCC2=O)CC(=C)C4=CC(=O)C=CC34C. Drug 2: CC(CN1CC(=O)NC(=O)C1)N2CC(=O)NC(=O)C2. Cell line: IGROV1. Synergy scores: CSS=57.1, Synergy_ZIP=-1.22, Synergy_Bliss=7.41, Synergy_Loewe=7.09, Synergy_HSA=8.07. (2) Drug 1: C1=NC2=C(N=C(N=C2N1C3C(C(C(O3)CO)O)O)F)N. Drug 2: CC1C(C(CC(O1)OC2CC(CC3=C2C(=C4C(=C3O)C(=O)C5=C(C4=O)C(=CC=C5)OC)O)(C(=O)CO)O)N)O.Cl. Cell line: MDA-MB-435. Synergy scores: CSS=0.820, Synergy_ZIP=-1.26, Synergy_Bliss=-1.64, Synergy_Loewe=-6.21, Synergy_HSA=-4.82. (3) Drug 1: CN(CCCl)CCCl.Cl. Drug 2: N.N.Cl[Pt+2]Cl. Cell line: SK-MEL-5. Synergy scores: CSS=78.8, Synergy_ZIP=-4.03, Synergy_Bliss=-2.47, Synergy_Loewe=2.06, Synergy_HSA=3.63. (4) Drug 1: C1CCC(C1)C(CC#N)N2C=C(C=N2)C3=C4C=CNC4=NC=N3. Drug 2: COC1=C(C=C2C(=C1)N=CN=C2NC3=CC(=C(C=C3)F)Cl)OCCCN4CCOCC4. Cell line: SN12C. Synergy scores: CSS=35.5, Synergy_ZIP=-2.29, Synergy_Bliss=4.70, Synergy_Loewe=6.90, Synergy_HSA=8.23. (5) Drug 1: CC1=C2C(C(=O)C3(C(CC4C(C3C(C(C2(C)C)(CC1OC(=O)C(C(C5=CC=CC=C5)NC(=O)C6=CC=CC=C6)O)O)OC(=O)C7=CC=CC=C7)(CO4)OC(=O)C)O)C)OC(=O)C. Drug 2: CCC1(C2=C(COC1=O)C(=O)N3CC4=CC5=C(C=CC(=C5CN(C)C)O)N=C4C3=C2)O.Cl. Cell line: U251. Synergy scores: CSS=59.0, Synergy_ZIP=-4.56, Synergy_Bliss=-6.98, Synergy_Loewe=-5.61, Synergy_HSA=-1.91. (6) Drug 1: CC(CN1CC(=O)NC(=O)C1)N2CC(=O)NC(=O)C2. Drug 2: CCC(=C(C1=CC=CC=C1)C2=CC=C(C=C2)OCCN(C)C)C3=CC=CC=C3.C(C(=O)O)C(CC(=O)O)(C(=O)O)O. Cell line: SF-268. Synergy scores: CSS=15.3, Synergy_ZIP=0.952, Synergy_Bliss=10.9, Synergy_Loewe=5.80, Synergy_HSA=6.78. (7) Drug 1: CC(C)(C#N)C1=CC(=CC(=C1)CN2C=NC=N2)C(C)(C)C#N. Drug 2: C1CN(P(=O)(OC1)NCCCl)CCCl. Cell line: CCRF-CEM. Synergy scores: CSS=0.673, Synergy_ZIP=1.94, Synergy_Bliss=4.23, Synergy_Loewe=-1.91, Synergy_HSA=-1.84. (8) Drug 1: C1CCC(CC1)NC(=O)N(CCCl)N=O. Drug 2: CN1C2=C(C=C(C=C2)N(CCCl)CCCl)N=C1CCCC(=O)O.Cl. Cell line: A549. Synergy scores: CSS=19.7, Synergy_ZIP=-6.61, Synergy_Bliss=0.121, Synergy_Loewe=-13.2, Synergy_HSA=-1.52. (9) Cell line: IGROV1. Drug 2: CC1=C(C=C(C=C1)NC(=O)C2=CC=C(C=C2)CN3CCN(CC3)C)NC4=NC=CC(=N4)C5=CN=CC=C5. Drug 1: C1C(C(OC1N2C=C(C(=O)NC2=O)F)CO)O. Synergy scores: CSS=9.41, Synergy_ZIP=-6.90, Synergy_Bliss=-6.79, Synergy_Loewe=-15.5, Synergy_HSA=-4.67.